This data is from Forward reaction prediction with 1.9M reactions from USPTO patents (1976-2016). The task is: Predict the product of the given reaction. (1) Given the reactants [NH:1]1[C:9]2[C:4](=[CH:5][CH:6]=[CH:7][CH:8]=2)[C:3]([C:10](=[O:27])[CH:11]([NH:18][C:19]2[CH:24]=[CH:23][CH:22]=[C:21]([O:25][CH3:26])[CH:20]=2)[C:12]2[CH:17]=[CH:16][CH:15]=[CH:14][CH:13]=2)=[CH:2]1.C(N(CC)CC)C.[Cl:35][CH2:36][C:37](Cl)=[O:38], predict the reaction product. The product is: [NH:1]1[C:9]2[C:4](=[CH:5][CH:6]=[CH:7][CH:8]=2)[C:3]([C:10](=[O:27])[CH:11]([N:18]([C:19]2[CH:24]=[CH:23][CH:22]=[C:21]([O:25][CH3:26])[CH:20]=2)[C:37](=[O:38])[CH2:36][Cl:35])[C:12]2[CH:13]=[CH:14][CH:15]=[CH:16][CH:17]=2)=[CH:2]1. (2) Given the reactants [OH:1][CH2:2][C@H:3]1[C@@H:7]([OH:8])[CH:6]=[CH:5][CH2:4]1.ClC1C=CC=C(C(OO)=[O:17])C=1, predict the reaction product. The product is: [OH:1][CH2:2][C@@H:3]1[CH2:4][C@H:5]2[C@H:6]([O:17]2)[C@@H:7]1[OH:8]. (3) Given the reactants F[C:2]1[CH:7]=[C:6]([C:8]([F:11])([F:10])[F:9])[C:5]([NH:12][C:13](=[O:15])[CH3:14])=[C:4]([N+:16]([O-:18])=[O:17])[CH:3]=1.C([O-])([O-])=O.[Cs+].[Cs+].[OH:25][C:26]1[CH:33]=[CH:32][C:29]([CH:30]=[O:31])=[CH:28][CH:27]=1.O, predict the reaction product. The product is: [CH:30]([C:29]1[CH:32]=[CH:33][C:26]([O:25][C:2]2[CH:7]=[C:6]([C:8]([F:11])([F:10])[F:9])[C:5]([NH:12][C:13](=[O:15])[CH3:14])=[C:4]([N+:16]([O-:18])=[O:17])[CH:3]=2)=[CH:27][CH:28]=1)=[O:31]. (4) Given the reactants [OH:1]/[N:2]=[C:3](/[C:28]1[CH:33]=[CH:32][N:31]=[C:30]([CH3:34])[CH:29]=1)\[CH2:4][C@H:5]([C:13]1[CH:18]=[CH:17][C:16]([N:19]2[CH2:24][CH2:23][CH:22]([C:25]([OH:27])=[O:26])[CH2:21][CH2:20]2)=[CH:15][CH:14]=1)[C:6]1[CH:11]=[CH:10][CH:9]=[CH:8][C:7]=1[CH3:12].ClC1C=CC=C(C(OO)=[O:43])C=1, predict the reaction product. The product is: [C:25]([CH:22]1[CH2:21][CH2:20][N:19]([C:16]2[CH:15]=[CH:14][C:13]([C@H:5]([C:6]3[CH:11]=[CH:10][CH:9]=[CH:8][C:7]=3[CH3:12])[CH2:4]/[C:3](/[C:28]3[CH:33]=[CH:32][N+:31]([O-:43])=[C:30]([CH3:34])[CH:29]=3)=[N:2]\[OH:1])=[CH:18][CH:17]=2)[CH2:24][CH2:23]1)([OH:27])=[O:26]. (5) Given the reactants [CH2:1]([O:3][C:4](=[O:21])[C:5]1[CH:10]=[CH:9][C:8]([N:11]=[CH:12][C:13]2[CH:18]=[CH:17][C:16]([F:19])=[C:15]([Br:20])[CH:14]=2)=[CH:7][CH:6]=1)[CH3:2].[CH:22](=[O:26])[CH:23]([CH3:25])[CH3:24].O, predict the reaction product. The product is: [CH2:1]([O:3][C:4]([C:5]1[CH:10]=[C:9]2[C:8](=[CH:7][CH:6]=1)[NH:11][CH:12]([C:13]1[CH:18]=[CH:17][C:16]([F:19])=[C:15]([Br:20])[CH:14]=1)[C:23]([CH3:25])([CH3:24])[CH:22]2[OH:26])=[O:21])[CH3:2].